From a dataset of Merck oncology drug combination screen with 23,052 pairs across 39 cell lines. Regression. Given two drug SMILES strings and cell line genomic features, predict the synergy score measuring deviation from expected non-interaction effect. (1) Drug 1: O=C(CCCCCCC(=O)Nc1ccccc1)NO. Drug 2: C#Cc1cccc(Nc2ncnc3cc(OCCOC)c(OCCOC)cc23)c1. Cell line: COLO320DM. Synergy scores: synergy=39.0. (2) Drug 1: CCC1=CC2CN(C1)Cc1c([nH]c3ccccc13)C(C(=O)OC)(c1cc3c(cc1OC)N(C)C1C(O)(C(=O)OC)C(OC(C)=O)C4(CC)C=CCN5CCC31C54)C2. Drug 2: Cc1nc(Nc2ncc(C(=O)Nc3c(C)cccc3Cl)s2)cc(N2CCN(CCO)CC2)n1. Cell line: UWB1289BRCA1. Synergy scores: synergy=8.26. (3) Drug 1: O=c1[nH]cc(F)c(=O)[nH]1. Drug 2: C#Cc1cccc(Nc2ncnc3cc(OCCOC)c(OCCOC)cc23)c1. Cell line: LOVO. Synergy scores: synergy=12.4.